This data is from Full USPTO retrosynthesis dataset with 1.9M reactions from patents (1976-2016). The task is: Predict the reactants needed to synthesize the given product. (1) The reactants are: S(Cl)(Cl)=O.[OH:5][C:6]1[CH:7]=[C:8]([CH2:12][C:13]([OH:15])=[O:14])[CH:9]=[CH:10][CH:11]=1.[CH3:16]O. Given the product [CH3:16][O:14][C:13](=[O:15])[CH2:12][C:8]1[CH:9]=[CH:10][CH:11]=[C:6]([OH:5])[CH:7]=1, predict the reactants needed to synthesize it. (2) Given the product [CH3:1][N:2]1[C:10]2[C:5](=[C:6]([CH3:11])[CH:7]=[CH:8][CH:9]=2)[C:4]([CH2:12][N:13]2[C:22]3[C:17](=[CH:18][CH:19]=[CH:20][CH:21]=3)[C:16](=[O:23])[N:15]([C@H:24]([CH2:28][CH2:29][CH3:30])[C:25]([NH2:39])=[O:26])[C:14]2=[O:31])=[CH:3]1, predict the reactants needed to synthesize it. The reactants are: [CH3:1][N:2]1[C:10]2[C:5](=[C:6]([CH3:11])[CH:7]=[CH:8][CH:9]=2)[C:4]([CH2:12][N:13]2[C:22]3[C:17](=[CH:18][CH:19]=[CH:20][CH:21]=3)[C:16](=[O:23])[N:15]([C@H:24]([CH2:28][CH2:29][CH3:30])[C:25](O)=[O:26])[C:14]2=[O:31])=[CH:3]1.N.C1C=CC2N(O)N=[N:39]C=2C=1.C(Cl)CCl. (3) The reactants are: [Li+].[BH4-].[Cl:3][C:4]1[CH:5]=[CH:6][C:7]([O:20][CH2:21][C:22]2[CH:27]=[CH:26][C:25]([Cl:28])=[CH:24][C:23]=2[F:29])=[C:8]([CH2:10][C:11]2[N:16]=[C:15]([C:17]([O-])=[O:18])[CH:14]=[CH:13][CH:12]=2)[CH:9]=1.[Na+].C1COCC1.Cl. Given the product [Cl:3][C:4]1[CH:5]=[CH:6][C:7]([O:20][CH2:21][C:22]2[CH:27]=[CH:26][C:25]([Cl:28])=[CH:24][C:23]=2[F:29])=[C:8]([CH2:10][C:11]2[N:16]=[C:15]([CH2:17][OH:18])[CH:14]=[CH:13][CH:12]=2)[CH:9]=1, predict the reactants needed to synthesize it. (4) Given the product [OH:8][N:9]([CH2:12][C@H:13]([C:14]([N:30]1[CH2:31][CH2:32][CH2:33][C@H:29]1[C:27]1[NH:26][C:25]2[CH:34]=[CH:35][C:22]([CH3:21])=[CH:23][C:24]=2[N:28]=1)=[O:15])[CH2:17][CH2:18][CH2:19][CH3:20])[CH:10]=[O:11], predict the reactants needed to synthesize it. The reactants are: C([O:8][N:9]([CH2:12][C@@H:13]([CH2:17][CH2:18][CH2:19][CH3:20])[C:14](O)=[O:15])[CH:10]=[O:11])C1C=CC=CC=1.[CH3:21][C:22]1[CH:35]=[CH:34][C:25]2[NH:26][C:27]([C@@H:29]3[CH2:33][CH2:32][CH2:31][NH:30]3)=[N:28][C:24]=2[CH:23]=1.